Dataset: Full USPTO retrosynthesis dataset with 1.9M reactions from patents (1976-2016). Task: Predict the reactants needed to synthesize the given product. Given the product [NH:8]1[CH2:12][CH2:11][CH:10]([C:13]2[NH:14][C:15](=[O:24])[C:16]3[C:21]([CH:22]=2)=[C:20]([CH3:23])[CH:19]=[CH:18][CH:17]=3)[CH2:9]1, predict the reactants needed to synthesize it. The reactants are: C([N:8]1[CH2:12][CH2:11][CH:10]([C:13]2[NH:14][C:15](=[O:24])[C:16]3[C:21]([CH:22]=2)=[C:20]([CH3:23])[CH:19]=[CH:18][CH:17]=3)[CH2:9]1)C1C=CC=CC=1.